Dataset: hERG Central: cardiac toxicity at 1µM, 10µM, and general inhibition. Task: Predict hERG channel inhibition at various concentrations. (1) The compound is O=C(CNC1CCCCC1)NN=C(c1ccccc1)c1ccccc1. Results: hERG_inhib (hERG inhibition (general)): blocker. (2) The molecule is CCOC(=O)c1cc2[nH]c3ccccc3c2[n+](-c2ccc([N+](=O)[O-])cc2)c1C.[Cl-]. Results: hERG_inhib (hERG inhibition (general)): blocker. (3) The drug is COc1ccc(C2CC(=O)C=C(NCCC(C)C)C2)cc1. Results: hERG_inhib (hERG inhibition (general)): blocker. (4) The molecule is C=CCC(=O)NC1CC(C)(C)Cc2c1cnn2-c1ccc(OC)cc1. Results: hERG_inhib (hERG inhibition (general)): blocker. (5) The molecule is O=C(NN1C(=O)c2ccccc2NC1c1ccc([N+](=O)[O-])o1)c1ccc(Br)cc1. Results: hERG_inhib (hERG inhibition (general)): blocker. (6) The molecule is O=C(C[n+]1cc(-c2ccccc2)n2c1CCCCC2)c1ccc(Br)cc1.[Br-]. Results: hERG_inhib (hERG inhibition (general)): blocker. (7) The compound is CC(=O)c1c(C)[nH]c(C(=O)COC(=O)CN(C)S(=O)(=O)c2ccc(Cl)cc2)c1C. Results: hERG_inhib (hERG inhibition (general)): blocker.